This data is from Full USPTO retrosynthesis dataset with 1.9M reactions from patents (1976-2016). The task is: Predict the reactants needed to synthesize the given product. (1) Given the product [Br:1][C:2]1[CH:3]=[N:4][C:5]([N:8]2[CH2:9][CH2:10][N:11]([CH2:21][CH2:22][OH:23])[CH2:12][CH2:13]2)=[N:6][CH:7]=1, predict the reactants needed to synthesize it. The reactants are: [Br:1][C:2]1[CH:3]=[N:4][C:5]([N:8]2[CH2:13][CH2:12][NH:11][CH2:10][CH2:9]2)=[N:6][CH:7]=1.C([O-])([O-])=O.[K+].[K+].Br[CH2:21][CH2:22][OH:23].O. (2) Given the product [N+:6]([C:12]1[CH:11]=[CH:10][C:15]2[CH2:16][CH2:17][C:18](=[O:21])[CH2:19][CH2:20][C:14]=2[CH:13]=1)([O-:9])=[O:7], predict the reactants needed to synthesize it. The reactants are: S(=O)(=O)(O)O.[N+:6]([O-:9])(O)=[O:7].[CH:10]1[C:15]2[CH2:16][CH2:17][C:18](=[O:21])[CH2:19][CH2:20][C:14]=2[CH:13]=[CH:12][CH:11]=1. (3) Given the product [OH:35][CH2:34][CH2:36][NH:37][C:3]([C:5]1[N:10]=[C:9]([N:11]2[CH2:15][CH2:14][CH2:13][CH:12]2[C:16]2[O:20][N:19]=[C:18]([C:21]3[CH:26]=[CH:25][CH:24]=[CH:23][N:22]=3)[CH:17]=2)[N:8]=[C:7]([NH:27][C:28]2[CH:32]=[C:31]([CH3:33])[NH:30][N:29]=2)[CH:6]=1)=[O:4], predict the reactants needed to synthesize it. The reactants are: CO[C:3]([C:5]1[N:10]=[C:9]([N:11]2[CH2:15][CH2:14][CH2:13][CH:12]2[C:16]2[O:20][N:19]=[C:18]([C:21]3[CH:26]=[CH:25][CH:24]=[CH:23][N:22]=3)[CH:17]=2)[N:8]=[C:7]([NH:27][C:28]2[CH:32]=[C:31]([CH3:33])[NH:30][N:29]=2)[CH:6]=1)=[O:4].[CH2:34]([CH2:36][NH2:37])[OH:35]. (4) Given the product [CH2:10]([O:1][C:2]1[CH:7]=[C:6]([CH3:8])[O:5][C:4](=[O:9])[CH:3]=1)[C:11]1[CH:16]=[CH:15][CH:14]=[CH:13][CH:12]=1, predict the reactants needed to synthesize it. The reactants are: [OH:1][C:2]1[CH:7]=[C:6]([CH3:8])[O:5][C:4](=[O:9])[CH:3]=1.[CH2:10](Br)[C:11]1[CH:16]=[CH:15][CH:14]=[CH:13][CH:12]=1.C1CCN2C(=NCCC2)CC1. (5) Given the product [NH2:1][C:2]1[S:3][C:4]([C:13]2[CH:18]=[CH:17][N:16]=[C:15]([NH:19][C:20]3[CH:25]=[CH:24][CH:23]=[C:22]([CH2:26][CH:53]([OH:52])[CH3:54])[CH:21]=3)[N:14]=2)=[C:5]([C:7]2[CH:8]=[CH:9][CH:10]=[CH:11][CH:12]=2)[N:6]=1, predict the reactants needed to synthesize it. The reactants are: [NH2:1][C:2]1[S:3][C:4]([C:13]2[CH:18]=[CH:17][N:16]=[C:15]([NH:19][C:20]3[CH:25]=[CH:24][CH:23]=[C:22]([C:26](OC)=O)[CH:21]=3)[N:14]=2)=[C:5]([C:7]2[CH:12]=[CH:11][CH:10]=[CH:9][CH:8]=2)[N:6]=1.NC1SC(C2C=CN=C(S(C)=O)N=2)=C(C2C=CC=CC=2)N=1.C[O:52][C:53](=O)[C:54]1C=CC=C(N)C=1.C[Mg]Cl.[Cl-].[NH4+]. (6) Given the product [NH2:28][C:25]1[CH:24]=[CH:23][C:22]([S:19]([NH:18][C@@H:16]([C:4]2[N:3]([CH2:1][CH3:2])[C:7]3[CH:8]=[C:9]([C:12]([F:15])([F:14])[F:13])[CH:10]=[CH:11][C:6]=3[N:5]=2)[CH3:17])(=[O:20])=[O:21])=[CH:27][CH:26]=1, predict the reactants needed to synthesize it. The reactants are: [CH2:1]([N:3]1[C:7]2[CH:8]=[C:9]([C:12]([F:15])([F:14])[F:13])[CH:10]=[CH:11][C:6]=2[N:5]=[C:4]1[C@H:16]([NH:18][S:19]([C:22]1[CH:27]=[CH:26][C:25]([N+:28]([O-])=O)=[CH:24][CH:23]=1)(=[O:21])=[O:20])[CH3:17])[CH3:2].O.O.[Sn](Cl)Cl.CCOC(C)=O.C([O-])(O)=O.[Na+]. (7) Given the product [CH3:36][N:22]([C:18]1[CH:19]=[CH:20][CH:21]=[C:16]([N:4]2[C:5]3[CH:6]=[CH:7][C:8]4[CH2:15][CH2:14][CH2:13][CH2:12][C:9]=4[C:10]=3[N:11]([CH3:2])[C:44](=[O:47])[C:38]2=[O:41])[CH:17]=1)[S:23]([C:26]1[CH:31]=[CH:30][CH:29]=[CH:28][C:27]=1[N+:32]([O-:34])=[O:33])(=[O:24])=[O:25], predict the reactants needed to synthesize it. The reactants are: O=[C:2]1[NH:11][C:10]2[C:9]3[CH2:12][CH2:13][CH2:14][CH2:15][C:8]=3[CH:7]=[CH:6][C:5]=2[N:4]([C:16]2[CH:17]=[C:18]([NH:22][S:23]([C:26]3[CH:31]=[CH:30][CH:29]=[CH:28][C:27]=3[N+:32]([O-:34])=[O:33])(=[O:25])=[O:24])[CH:19]=[CH:20][CH:21]=2)C1=O.[CH3:36]I.[C:38](=[O:41])([O-])[O-].[K+].[K+].[C:44](=[O:47])([O-])O.[Na+]. (8) Given the product [C:32]([N:35]1[CH2:40][CH2:39][N:38]([CH2:2][CH2:3][N:4]2[C:28](=[O:29])[N:7]3[CH:8]([C:21]4[CH:26]=[CH:25][CH:24]=[C:23]([OH:27])[CH:22]=4)[C:9]4[NH:10][C:11]5[C:16]([C:17]=4[CH2:18][C:6]3([CH3:30])[C:5]2=[O:31])=[CH:15][C:14]([O:19][CH3:20])=[CH:13][CH:12]=5)[CH2:37][CH2:36]1)(=[O:34])[CH3:33], predict the reactants needed to synthesize it. The reactants are: Br[CH2:2][CH2:3][N:4]1[C:28](=[O:29])[N:7]2[CH:8]([C:21]3[CH:26]=[CH:25][CH:24]=[C:23]([OH:27])[CH:22]=3)[C:9]3[NH:10][C:11]4[C:16]([C:17]=3[CH2:18][C:6]2([CH3:30])[C:5]1=[O:31])=[CH:15][C:14]([O:19][CH3:20])=[CH:13][CH:12]=4.[C:32]([N:35]1[CH2:40][CH2:39][NH:38][CH2:37][CH2:36]1)(=[O:34])[CH3:33]. (9) Given the product [CH3:28][C:27]([CH3:30])([CH3:29])[C:26]([O:13][C:10]1[CH:11]2[CH:7]([CH2:6][CH:5]([CH:4]=[N:3][O:2][CH3:1])[CH2:12]2)[C:8](=[O:25])[C:9]=1[C:14]1[C:15]([CH2:23][CH3:24])=[CH:16][C:17]([CH3:22])=[CH:18][C:19]=1[CH2:20][CH3:21])=[O:31], predict the reactants needed to synthesize it. The reactants are: [CH3:1][O:2][N:3]=[CH:4][CH:5]1[CH2:12][CH:11]2[CH:7]([C:8]([OH:25])=[C:9]([C:14]3[C:19]([CH2:20][CH3:21])=[CH:18][C:17]([CH3:22])=[CH:16][C:15]=3[CH2:23][CH3:24])[C:10]2=[O:13])[CH2:6]1.[C:26](Cl)(=[O:31])[C:27]([CH3:30])([CH3:29])[CH3:28].C(N(CC)CC)C. (10) The reactants are: [F:1][C:2]1[CH:3]=[C:4]([N:9]2[CH2:13][C@H:12]([CH2:14][N:15]3[CH:19]=[CH:18][N:17]=[N:16]3)[O:11][C:10]2=[O:20])[CH:5]=[CH:6][C:7]=1I.C[Sn](C)(C)[C:23]1[S:27][C:26]([C:28]2[CH2:32][CH:31]([CH2:33][OH:34])[O:30][N:29]=2)=[CH:25][CH:24]=1.O1C=CC=C1P(C1OC=CC=1)C1OC=CC=1. Given the product [F:1][C:2]1[CH:3]=[C:4]([N:9]2[CH2:13][C@H:12]([CH2:14][N:15]3[CH:19]=[CH:18][N:17]=[N:16]3)[O:11][C:10]2=[O:20])[CH:5]=[CH:6][C:7]=1[C:23]1[S:27][C:26]([C:28]2[CH2:32][CH:31]([CH2:33][OH:34])[O:30][N:29]=2)=[CH:25][CH:24]=1, predict the reactants needed to synthesize it.